This data is from Full USPTO retrosynthesis dataset with 1.9M reactions from patents (1976-2016). The task is: Predict the reactants needed to synthesize the given product. (1) Given the product [F:27][C:19]1[CH:20]=[C:21]([C:22]([N:63]2[CH2:64][CH2:65][N:60]([CH3:59])[CH2:61][CH2:62]2)=[O:24])[CH:25]=[CH:26][C:18]=1[C:15]1[N:16]=[CH:17][C:12]2[N:13]([C:9]([C:6]3[CH:5]=[CH:4][C:3]([C:1]#[N:2])=[CH:8][CH:7]=3)=[CH:10][N:11]=2)[CH:14]=1, predict the reactants needed to synthesize it. The reactants are: [C:1]([C:3]1[CH:8]=[CH:7][C:6]([C:9]2[N:13]3[CH:14]=[C:15]([C:18]4[CH:26]=[CH:25][C:21]([C:22]([OH:24])=O)=[CH:20][C:19]=4[F:27])[N:16]=[CH:17][C:12]3=[N:11][CH:10]=2)=[CH:5][CH:4]=1)#[N:2].CCN(C(C)C)C(C)C.C1C=CC2N(O)N=NC=2C=1.CCN=C=NCCCN(C)C.Cl.[CH3:59][N:60]1[CH2:65][CH2:64][NH:63][CH2:62][CH2:61]1. (2) Given the product [CH2:1]1[C@H:6]([NH2:7])[C@@H:5]([O:8][C@H:9]2[O:14][C@H:13]([CH2:15][NH2:16])[C@@H:12]([OH:17])[C@H:11]([OH:18])[C@H:10]2[NH2:19])[C@H:4]([OH:20])[C@@H:3]([OH:41])[C@@H:2]1[NH2:42].[CH2:1]1[C@H:6]([NH2:7])[C@@H:5]([O:8][C@H:9]2[O:14][C@H:13]([CH2:15][NH2:16])[C@@H:12]([OH:17])[C@H:11]([OH:18])[C@H:10]2[NH2:19])[C@H:4]([O:20][C@@H:21]2[O:25][C@H:24]([CH2:26][OH:27])[C@@H:23]([O:28][C@H:29]3[O:34][C@@H:33]([CH2:35][NH2:36])[C@@H:32]([OH:37])[C@H:31]([OH:38])[C@H:30]3[NH2:39])[C@H:22]2[OH:40])[C@@H:3]([OH:41])[C@@H:2]1[NH2:42], predict the reactants needed to synthesize it. The reactants are: [CH2:1]1[C@H:6]([NH2:7])[C@@H:5]([O:8][C@H:9]2[O:14][C@H:13]([CH2:15][NH2:16])[C@@H:12]([OH:17])[C@H:11]([OH:18])[C@H:10]2[NH2:19])[C@H:4]([O:20][C@@H:21]2[O:25][C@H:24]([CH2:26][OH:27])[C@@H:23]([O:28][C@H:29]3[O:34][C@@H:33]([CH2:35][NH2:36])[C@@H:32]([OH:37])[C@H:31]([OH:38])[C@H:30]3[NH2:39])[C@H:22]2[OH:40])[C@@H:3]([OH:41])[C@@H:2]1[NH2:42].OS(O)(=O)=O.CCOCC. (3) Given the product [CH2:28]([C:3]1[N:4]=[C:5]([CH2:25][CH2:26][CH3:27])[N:6]([CH2:9][C:10]2[CH:15]=[CH:14][C:13]([C:16]3[C:17]([C:22]#[N:23])=[CH:18][CH:19]=[CH:20][CH:21]=3)=[CH:12][C:11]=2[F:24])[C:7](=[O:8])[C:2]=1[C:37]1[CH:36]=[N:35][C:34]([O:33][CH:30]([CH3:32])[CH3:31])=[CH:39][CH:38]=1)[CH3:29], predict the reactants needed to synthesize it. The reactants are: Br[C:2]1[C:7](=[O:8])[N:6]([CH2:9][C:10]2[CH:15]=[CH:14][C:13]([C:16]3[C:17]([C:22]#[N:23])=[CH:18][CH:19]=[CH:20][CH:21]=3)=[CH:12][C:11]=2[F:24])[C:5]([CH2:25][CH2:26][CH3:27])=[N:4][C:3]=1[CH2:28][CH3:29].[CH:30]([O:33][C:34]1[C:39](B(O)O)=[CH:38][CH:37]=[CH:36][N:35]=1)([CH3:32])[CH3:31].C(=O)([O-])[O-].[Cs+].[Cs+].